This data is from Forward reaction prediction with 1.9M reactions from USPTO patents (1976-2016). The task is: Predict the product of the given reaction. (1) Given the reactants N(C(OC(C)C)=O)=NC(OC(C)C)=O.[C:15]([O:26][CH3:27])(=[O:25])[C:16]1[CH:24]=[CH:23][C:21]([OH:22])=[C:18]([O:19][CH3:20])[CH:17]=1.[C:28]([O:33][CH3:34])(=[O:32])[C@@H:29]([CH3:31])O.C1(P(C2C=CC=CC=2)C2C=CC=CC=2)C=CC=CC=1, predict the reaction product. The product is: [CH3:27][O:26][C:15](=[O:25])[C:16]1[CH:24]=[CH:23][C:21]([O:22][C@H:29]([C:28]([O:33][CH3:34])=[O:32])[CH3:31])=[C:18]([O:19][CH3:20])[CH:17]=1. (2) Given the reactants [C:1]([CH:5]1[CH2:14][CH2:13][C:12]2[N:11]=[C:10]([SH:15])[C:9]([C:16]#[N:17])=[CH:8][C:7]=2[CH2:6]1)([CH3:4])([CH3:3])[CH3:2].[OH-].[K+].Cl[CH2:21][S:22]([CH3:25])(=[O:24])=[O:23], predict the reaction product. The product is: [C:1]([CH:5]1[CH2:14][CH2:13][C:12]2[N:11]=[C:10]3[S:15][C:21]([S:22]([CH3:25])(=[O:24])=[O:23])=[C:16]([NH2:17])[C:9]3=[CH:8][C:7]=2[CH2:6]1)([CH3:4])([CH3:2])[CH3:3].